From a dataset of Reaction yield outcomes from USPTO patents with 853,638 reactions. Predict the reaction yield, written as a fraction of the theoretical maximum amount of product (1.0 means a 100% yield; for example, 0.34 means a 34% yield). The product is [CH2:6]=[C:1]1[CH2:25][CH:26]2[C:28](=[O:29])[CH:3]([CH2:4][CH2:27]2)[CH2:2]1. The reactants are [CH:1]1[CH:6]=C[C:4](P([C:2]2[CH:3]=[CH:4]C=[CH:6][CH:1]=2)[C:2]2[CH:3]=[CH:4]C=[CH:6][CH:1]=2)=[CH:3][CH:2]=1.C(OC(=O)O[CH2:25][C:26]([CH2:28][O:29]C(OCC)=O)=[CH2:27])C.C1(N2CCCC2)CCCC=1.O. The yield is 0.700. The catalyst is CC#N.CCOC(C)=O.CC([O-])=O.CC([O-])=O.[Pd+2].